From a dataset of Reaction yield outcomes from USPTO patents with 853,638 reactions. Predict the reaction yield, written as a fraction of the theoretical maximum amount of product (1.0 means a 100% yield; for example, 0.34 means a 34% yield). (1) The reactants are [CH3:1][C:2]1[N:3]=[C:4]([C:13]2[CH:18]=[CH:17][CH:16]=[CH:15][CH:14]=2)[O:5][C:6]=1[CH2:7][C:8](OCC)=[O:9].[Li+].[BH4-].Cl. The catalyst is C1COCC1. The product is [CH3:1][C:2]1[N:3]=[C:4]([C:13]2[CH:18]=[CH:17][CH:16]=[CH:15][CH:14]=2)[O:5][C:6]=1[CH2:7][CH2:8][OH:9]. The yield is 0.250. (2) The reactants are [CH3:1][S:2][C:3]1[CH:10]=[CH:9][C:6]([C:7]#[N:8])=[CH:5][CH:4]=1.[C:11]([C:15]1[CH:21]=[CH:20][C:18]([NH2:19])=[CH:17][CH:16]=1)([CH3:14])([CH3:13])[CH3:12]. No catalyst specified. The product is [C:11]([C:15]1[CH:16]=[CH:17][C:18]([NH:19][C:7]([C:6]2[CH:9]=[CH:10][C:3]([S:2][CH3:1])=[CH:4][CH:5]=2)=[NH:8])=[CH:20][CH:21]=1)([CH3:14])([CH3:12])[CH3:13]. The yield is 0.621. (3) The reactants are [Cl:1][C:2]1[CH:7]=[CH:6][C:5]([C:8]2[CH:9]=[C:10]3[C:16]([C:17]([C:19]4[C:20]([F:47])=[C:21]([N:26]([C:33](=[O:46])[C@@H:34]([NH:38]C(=O)OC(C)(C)C)[CH:35]([CH3:37])[CH3:36])[S:27]([CH2:30][CH2:31][CH3:32])(=[O:29])=[O:28])[CH:22]=[CH:23][C:24]=4[F:25])=[O:18])=[CH:15][NH:14][C:11]3=[N:12][CH:13]=2)=[CH:4][CH:3]=1.Cl. The catalyst is CCOC(C)=O. The product is [ClH:1].[NH2:38][C@@H:34]([CH:35]([CH3:36])[CH3:37])[C:33]([N:26]([C:21]1[CH:22]=[CH:23][C:24]([F:25])=[C:19]([C:17]([C:16]2[C:10]3[C:11](=[N:12][CH:13]=[C:8]([C:5]4[CH:4]=[CH:3][C:2]([Cl:1])=[CH:7][CH:6]=4)[CH:9]=3)[NH:14][CH:15]=2)=[O:18])[C:20]=1[F:47])[S:27]([CH2:30][CH2:31][CH3:32])(=[O:28])=[O:29])=[O:46]. The yield is 0.990. (4) The reactants are [N:1]#[C:2]Br.[Br:4][C:5]1[CH:11]=[CH:10][C:8]([NH2:9])=[CH:7][C:6]=1[CH3:12]. The catalyst is C(OCC)C.C1COCC1. The product is [Br:4][C:5]1[CH:11]=[CH:10][C:8]([NH:9][C:2]#[N:1])=[CH:7][C:6]=1[CH3:12]. The yield is 0.130. (5) The reactants are [F:1][C:2]([F:42])([F:41])[C:3]1[CH:4]=[C:5]([C:13]([CH3:40])([CH3:39])[C:14]([N:16]([CH3:38])[C:17]2[CH:18]=[N:19][C:20](/[CH:30]=[CH:31]\[C:32]3[CH:37]=[CH:36][CH:35]=[CH:34][CH:33]=3)=[CH:21][C:22]=2[C:23]2[CH:28]=[CH:27][CH:26]=[CH:25][C:24]=2[CH3:29])=[O:15])[CH:6]=[C:7]([C:9]([F:12])([F:11])[F:10])[CH:8]=1. The catalyst is [Pd].CO. The product is [F:42][C:2]([F:1])([F:41])[C:3]1[CH:4]=[C:5]([C:13]([CH3:40])([CH3:39])[C:14]([N:16]([CH3:38])[C:17]2[CH:18]=[N:19][C:20]([CH2:30][CH2:31][C:32]3[CH:33]=[CH:34][CH:35]=[CH:36][CH:37]=3)=[CH:21][C:22]=2[C:23]2[CH:28]=[CH:27][CH:26]=[CH:25][C:24]=2[CH3:29])=[O:15])[CH:6]=[C:7]([C:9]([F:10])([F:11])[F:12])[CH:8]=1. The yield is 0.720. (6) The reactants are [CH2:1]([C:4]1[N:9]=[C:8]2[S:10][C:11]([CH2:13][O:14][C:15]3[C:16]([F:25])=[C:17]([C:21]([F:24])=[CH:22][CH:23]=3)[C:18]([NH2:20])=[O:19])=[N:12][C:7]2=[CH:6][CH:5]=1)[CH:2]=[CH2:3]. The catalyst is CO.[Pd]. The product is [F:25][C:16]1[C:15]([O:14][CH2:13][C:11]2[S:10][C:8]3[C:7]([N:12]=2)=[CH:6][CH:5]=[C:4]([CH2:1][CH2:2][CH3:3])[N:9]=3)=[CH:23][CH:22]=[C:21]([F:24])[C:17]=1[C:18]([NH2:20])=[O:19]. The yield is 0.430.